This data is from Full USPTO retrosynthesis dataset with 1.9M reactions from patents (1976-2016). The task is: Predict the reactants needed to synthesize the given product. (1) Given the product [CH3:18][O:17][C:14]1[N:15]=[C:16]2[C:11](=[CH:12][CH:13]=1)[N:10]=[CH:9][CH:8]=[C:7]2[N:24]1[CH2:25][CH2:26][N:21]([CH2:27][CH2:28][OH:29])[CH2:22][CH2:23]1, predict the reactants needed to synthesize it. The reactants are: FC(F)(F)S(O[C:7]1[C:16]2[C:11](=[CH:12][CH:13]=[C:14]([O:17][CH3:18])[N:15]=2)[N:10]=[CH:9][CH:8]=1)(=O)=O.[N:21]1([CH2:27][CH2:28][OH:29])[CH2:26][CH2:25][NH:24][CH2:23][CH2:22]1. (2) Given the product [CH:34]1([NH:39][C:31]([C:24]2[CH:25]=[CH:26][CH:27]=[C:28]3[C:23]=2[N:22]=[C:21]([C:17]2[CH:18]=[CH:19][CH:20]=[C:15]([O:14][CH:11]4[CH2:12][CH2:13][NH:8][CH2:9][CH2:10]4)[CH:16]=2)[CH:30]=[CH:29]3)=[O:33])[CH2:38][CH2:37][CH2:36][CH2:35]1, predict the reactants needed to synthesize it. The reactants are: C(OC([N:8]1[CH2:13][CH2:12][CH:11]([O:14][C:15]2[CH:16]=[C:17]([C:21]3[CH:30]=[CH:29][C:28]4[C:23](=[C:24]([C:31]([OH:33])=O)[CH:25]=[CH:26][CH:27]=4)[N:22]=3)[CH:18]=[CH:19][CH:20]=2)[CH2:10][CH2:9]1)=O)(C)(C)C.[CH:34]1([NH2:39])[CH2:38][CH2:37][CH2:36][CH2:35]1. (3) Given the product [I:1][C:2]1[CH:12]=[N:11][C:5]2[NH:6][CH2:7][C:8](=[O:10])[N:9]([CH2:29][O:30][CH2:31][CH2:32][Si:33]([CH3:36])([CH3:35])[CH3:34])[C:4]=2[CH:3]=1, predict the reactants needed to synthesize it. The reactants are: [I:1][C:2]1[CH:12]=[N:11][C:5]2[NH:6][CH2:7][C:8](=[O:10])[NH:9][C:4]=2[CH:3]=1.C[Si](C)(C)[N-][Si](C)(C)C.[K+].O1CCCC1.Cl[CH2:29][O:30][CH2:31][CH2:32][Si:33]([CH3:36])([CH3:35])[CH3:34].O. (4) Given the product [F:11][C:12]1[CH:17]=[CH:16][C:15]([C:18]([CH:20]2[CH2:35][N:24]3[CH2:25][CH2:26][N:27]([C:29]4[N:34]=[CH:33][CH:32]=[CH:31][N:30]=4)[CH2:28][CH:23]3[CH2:22][CH2:21]2)=[O:19])=[CH:14][CH:13]=1, predict the reactants needed to synthesize it. The reactants are: C(Cl)(=O)C(Cl)=O.CS(C)=O.[F:11][C:12]1[CH:17]=[CH:16][C:15]([CH:18]([CH:20]2[CH2:35][N:24]3[CH2:25][CH2:26][N:27]([C:29]4[N:34]=[CH:33][CH:32]=[CH:31][N:30]=4)[CH2:28][CH:23]3[CH2:22][CH2:21]2)[OH:19])=[CH:14][CH:13]=1. (5) Given the product [C:3]([O:5][CH3:6])(=[O:4])[C:2]([CH2:7][C:8]([O:10][CH3:11])=[O:9])=[CH2:1], predict the reactants needed to synthesize it. The reactants are: [CH3:1][CH:2]([CH2:7][C:8]([O:10][CH3:11])=[O:9])[C:3]([O:5][CH3:6])=[O:4].